This data is from Catalyst prediction with 721,799 reactions and 888 catalyst types from USPTO. The task is: Predict which catalyst facilitates the given reaction. (1) The catalyst class is: 1. Product: [Si:1]([N:8]1[C:11](=[O:12])[C@H:10]([CH3:17])[C@H:9]1[C:13]([OH:15])=[O:14])([C:4]([CH3:7])([CH3:6])[CH3:5])([CH3:3])[CH3:2]. Reactant: [Si:1]([N:8]1[C:11](=[O:12])[CH2:10][C@H:9]1[C:13]([OH:15])=[O:14])([C:4]([CH3:7])([CH3:6])[CH3:5])([CH3:3])[CH3:2].[Li+].[CH3:17]C([N-]C(C)C)C.CI. (2) Reactant: [Cl:1][C:2]1[S:3][C:4]([C:10]([O:12][CH2:13][CH3:14])=[O:11])=[C:5]([C:7](Cl)=[O:8])[N:6]=1.N1C(C)=CC=CC=1C.[C:23]([NH:26][NH2:27])(=[O:25])[CH3:24]. Product: [C:23]([NH:26][NH:27][C:7]([C:5]1[N:6]=[C:2]([Cl:1])[S:3][C:4]=1[C:10]([O:12][CH2:13][CH3:14])=[O:11])=[O:8])(=[O:25])[CH3:24]. The catalyst class is: 2. (3) Product: [NH:1]1[C:5]2[CH:6]=[CH:7][C:8]([N:10]3[CH:14]([C:15]4[CH:16]=[CH:17][C:18]([N:21]5[CH2:26][CH2:25][O:24][CH2:23][CH2:22]5)=[CH:19][CH:20]=4)[C:13]([N:29]4[CH2:34][CH2:33][CH2:32][CH2:31][CH2:30]4)=[CH:12][C:11]3=[O:28])=[CH:9][C:4]=2[N:3]=[CH:2]1. The catalyst class is: 588. Reactant: [NH:1]1[C:5]2[CH:6]=[CH:7][C:8]([N:10]3[CH:14]([C:15]4[CH:20]=[CH:19][C:18]([N:21]5[CH2:26][CH2:25][O:24][CH2:23][CH2:22]5)=[CH:17][CH:16]=4)[C:13](O)=[CH:12][C:11]3=[O:28])=[CH:9][C:4]=2[N:3]=[CH:2]1.[NH:29]1[CH2:34][CH2:33][CH2:32][CH2:31][CH2:30]1. (4) Reactant: C([O:5][C:6](=[O:27])[CH2:7][N:8]1[C:12]2[CH:13]=[CH:14][CH:15]=[CH:16][C:11]=2[N:10]=[C:9]1[S:17][CH2:18][C:19]1[CH:24]=[CH:23][CH:22]=[CH:21][C:20]=1[O:25][CH3:26])(C)(C)C. Product: [CH3:26][O:25][C:20]1[CH:21]=[CH:22][CH:23]=[CH:24][C:19]=1[CH2:18][S:17][C:9]1[N:8]([CH2:7][C:6]([OH:27])=[O:5])[C:12]2[CH:13]=[CH:14][CH:15]=[CH:16][C:11]=2[N:10]=1. The catalyst class is: 631. (5) The catalyst class is: 5. Reactant: [CH2:1]([NH:8][CH2:9][C@H:10]([NH:17][C:18](=[O:24])[O:19][C:20]([CH3:23])([CH3:22])[CH3:21])[C:11]1[CH:16]=[CH:15][CH:14]=[CH:13][CH:12]=1)[C:2]1[CH:7]=[CH:6][CH:5]=[CH:4][CH:3]=1.[CH2:25](N(CC)CC)C.C=O.[BH4-].[Na+]. Product: [CH2:1]([N:8]([CH3:25])[CH2:9][C@H:10]([NH:17][C:18](=[O:24])[O:19][C:20]([CH3:21])([CH3:23])[CH3:22])[C:11]1[CH:12]=[CH:13][CH:14]=[CH:15][CH:16]=1)[C:2]1[CH:3]=[CH:4][CH:5]=[CH:6][CH:7]=1. (6) Reactant: [CH3:1][O:2][C:3](=[O:12])[CH2:4][C:5]1[CH:10]=[CH:9][CH:8]=[C:7]([Br:11])[CH:6]=1.[H-].[Na+].Br[CH2:16][CH2:17][O:18][CH2:19][CH2:20]Br. Product: [CH3:1][O:2][C:3]([C:4]1([C:5]2[CH:10]=[CH:9][CH:8]=[C:7]([Br:11])[CH:6]=2)[CH2:20][CH2:19][O:18][CH2:17][CH2:16]1)=[O:12]. The catalyst class is: 3.